Dataset: Full USPTO retrosynthesis dataset with 1.9M reactions from patents (1976-2016). Task: Predict the reactants needed to synthesize the given product. (1) Given the product [CH2:15]([O:17][N:18]=[C:8]([C:5]1[CH:6]=[CH:7][C:2]([OH:1])=[CH:3][CH:4]=1)[CH2:9][C:10]([O:12][CH3:13])=[O:11])[CH3:16], predict the reactants needed to synthesize it. The reactants are: [OH:1][C:2]1[CH:7]=[CH:6][C:5]([C:8](=O)[CH2:9][C:10]([O:12][CH3:13])=[O:11])=[CH:4][CH:3]=1.[CH2:15]([O:17][NH2:18])[CH3:16].Cl. (2) Given the product [C:11]([NH:15][CH2:16][CH2:3][C:2]([C:5]1[S:6][CH:7]=[CH:8][CH:9]=1)=[O:4])([CH3:14])([CH3:13])[CH3:12], predict the reactants needed to synthesize it. The reactants are: Cl.[C:2]([C:5]1[S:6][CH:7]=[CH:8][CH:9]=1)(=[O:4])[CH3:3].Cl.[C:11]([NH2:15])([CH3:14])([CH3:13])[CH3:12].[CH2:16]=O. (3) Given the product [CH2:22]([O:21][P:16]([C:11]([OH:15])([CH2:12][C:13](=[CH2:14])[C:26]([O:29][CH2:30][CH3:31])=[O:28])[C:26]([O:29][CH2:30][CH3:31])=[O:28])([O:17][CH2:18][CH3:20])=[O:25])[CH3:24], predict the reactants needed to synthesize it. The reactants are: C(OP([C:11]([P:16](=[O:25])([O:21][CH:22]([CH3:24])C)[O:17][CH:18]([CH3:20])C)([OH:15])[CH2:12][CH:13]=[CH2:14])(=O)OC(C)C)(C)C.[C:26]([O:29][CH2:30][CH3:31])(=[O:28])C. (4) Given the product [Cl:1][C:2]1[CH:7]=[C:6]([C:12]2[CH:42]=[CH:41][C:15]3[N:16]([C:19]4[S:23][C:22]([C:24]([O:26][CH3:27])=[O:25])=[C:21]([O:28][C@@H:29]([C:31]5[CH:36]=[CH:35][CH:34]=[CH:33][C:32]=5[C:37]([F:40])([F:39])[F:38])[CH3:30])[CH:20]=4)[CH:17]=[N:18][C:14]=3[CH:13]=2)[CH:5]=[CH:4][N:3]=1, predict the reactants needed to synthesize it. The reactants are: [Cl:1][C:2]1[CH:7]=[C:6](B(O)O)[CH:5]=[CH:4][N:3]=1.Br[C:12]1[CH:42]=[CH:41][C:15]2[N:16]([C:19]3[S:23][C:22]([C:24]([O:26][CH3:27])=[O:25])=[C:21]([O:28][C@@H:29]([C:31]4[CH:36]=[CH:35][CH:34]=[CH:33][C:32]=4[C:37]([F:40])([F:39])[F:38])[CH3:30])[CH:20]=3)[CH:17]=[N:18][C:14]=2[CH:13]=1.C(=O)([O-])[O-].[Na+].[Na+]. (5) Given the product [CH3:17][C:12]1[CH:11]=[C:10]([C:9]2[O:8][CH:7]=[N:6][C:5]=2[C:3]([OH:4])=[O:2])[CH:15]=[CH:14][C:13]=1[CH3:16], predict the reactants needed to synthesize it. The reactants are: C[O:2][C:3]([C:5]1[N:6]=[CH:7][O:8][C:9]=1[C:10]1[CH:15]=[CH:14][C:13]([CH3:16])=[C:12]([CH3:17])[CH:11]=1)=[O:4].COC(C1N=C(N(C)C)SC=1C1C=CC=C(OC)C=1)=O. (6) Given the product [Cl:29][C:24]1[CH:23]=[C:22]([NH:21][C@@H:16]2[CH2:17][CH:18]([OH:47])[CH:19]([OH:32])[CH2:20][N:14]([C@@H:10]3[CH2:11][CH2:12][CH2:13][N:8]([C:6]([O:5][C:1]([CH3:4])([CH3:2])[CH3:3])=[O:7])[CH2:9]3)[C:15]2=[O:30])[CH:27]=[C:26]([F:28])[CH:25]=1, predict the reactants needed to synthesize it. The reactants are: [C:1]([O:5][C:6]([N:8]1[CH2:13][CH2:12][CH2:11][C@@H:10]([N:14]2[CH2:20][CH:19]=[CH:18][CH2:17][C@@H:16]([NH:21][C:22]3[CH:27]=[C:26]([F:28])[CH:25]=[C:24]([Cl:29])[CH:23]=3)[C:15]2=[O:30])[CH2:9]1)=[O:7])([CH3:4])([CH3:3])[CH3:2].C(=O)([O-])[O-:32].[K+].[K+].CS(N)(=O)=O.C(O)(C)(C)C.[OH2:47].S(=O)(=O)(O)[O-].[Na+]. (7) The reactants are: [CH:1]1([C:4]2[N:5]=[CH:6][C:7]([NH:10][C@H:11]3[CH2:15][CH2:14][CH2:13][C@@H:12]3[NH:16][C:17](=[O:29])[C:18]3[CH:23]=[CH:22][CH:21]=[CH:20][C:19]=3[N:24]3[N:28]=[CH:27][CH:26]=[N:25]3)=[N:8][CH:9]=2)C[CH2:2]1.BrC1N=CC(N[C@H]2CCC[C@@H]2NC(=O)C2C=CC=CC=2N2N=CC=N2)=NC=1.ClC1N=CC(N[C@H]2CCC[C@@H]2NC(=O)C2C=CC=CC=2N2N=CC=N2)=NC=1.C(B1OC(C)(C)C(C)(C)O1)=C. Given the product [CH2:1]([C:4]1[N:5]=[CH:6][C:7]([NH:10][C@H:11]2[CH2:15][CH2:14][CH2:13][C@@H:12]2[NH:16][C:17](=[O:29])[C:18]2[CH:23]=[CH:22][CH:21]=[CH:20][C:19]=2[N:24]2[N:25]=[CH:26][CH:27]=[N:28]2)=[N:8][CH:9]=1)[CH3:2], predict the reactants needed to synthesize it. (8) Given the product [CH2:23]([C@H:30]1[CH2:31][C@H:32]([N:8]2[CH2:12][CH2:11][CH:10]([S:13]([C:16]3[CH:21]=[CH:20][C:19]([OH:22])=[CH:18][CH:17]=3)(=[O:15])=[O:14])[CH2:9]2)[CH2:33]1)[C:24]1[CH:25]=[CH:26][CH:27]=[CH:28][CH:29]=1, predict the reactants needed to synthesize it. The reactants are: FC(F)(F)C(O)=O.[NH:8]1[CH2:12][CH2:11][CH:10]([S:13]([C:16]2[CH:21]=[CH:20][C:19]([OH:22])=[CH:18][CH:17]=2)(=[O:15])=[O:14])[CH2:9]1.[CH2:23]([CH:30]1[CH2:33][C:32](=O)[CH2:31]1)[C:24]1[CH:29]=[CH:28][CH:27]=[CH:26][CH:25]=1.